This data is from NCI-60 drug combinations with 297,098 pairs across 59 cell lines. The task is: Regression. Given two drug SMILES strings and cell line genomic features, predict the synergy score measuring deviation from expected non-interaction effect. (1) Drug 1: C1CNP(=O)(OC1)N(CCCl)CCCl. Drug 2: CC1CCCC2(C(O2)CC(NC(=O)CC(C(C(=O)C(C1O)C)(C)C)O)C(=CC3=CSC(=N3)C)C)C. Cell line: M14. Synergy scores: CSS=51.4, Synergy_ZIP=3.39, Synergy_Bliss=0.978, Synergy_Loewe=-34.4, Synergy_HSA=1.62. (2) Drug 1: C1=NC2=C(N1)C(=S)N=CN2. Drug 2: CN(CCCl)CCCl.Cl. Cell line: HCC-2998. Synergy scores: CSS=26.6, Synergy_ZIP=-10.3, Synergy_Bliss=-2.65, Synergy_Loewe=-9.70, Synergy_HSA=-1.94. (3) Drug 1: CC=C1C(=O)NC(C(=O)OC2CC(=O)NC(C(=O)NC(CSSCCC=C2)C(=O)N1)C(C)C)C(C)C. Drug 2: CC1C(C(CC(O1)OC2CC(CC3=C2C(=C4C(=C3O)C(=O)C5=CC=CC=C5C4=O)O)(C(=O)C)O)N)O. Cell line: BT-549. Synergy scores: CSS=51.5, Synergy_ZIP=-6.97, Synergy_Bliss=-14.1, Synergy_Loewe=-11.3, Synergy_HSA=-9.54. (4) Drug 1: CC1=CC2C(CCC3(C2CCC3(C(=O)C)OC(=O)C)C)C4(C1=CC(=O)CC4)C. Drug 2: CC12CCC3C(C1CCC2O)C(CC4=C3C=CC(=C4)O)CCCCCCCCCS(=O)CCCC(C(F)(F)F)(F)F. Cell line: NCI-H226. Synergy scores: CSS=-1.71, Synergy_ZIP=2.00, Synergy_Bliss=0.490, Synergy_Loewe=-5.15, Synergy_HSA=-5.08. (5) Drug 1: CC1=C2C(C(=O)C3(C(CC4C(C3C(C(C2(C)C)(CC1OC(=O)C(C(C5=CC=CC=C5)NC(=O)OC(C)(C)C)O)O)OC(=O)C6=CC=CC=C6)(CO4)OC(=O)C)OC)C)OC. Drug 2: CN1C(=O)N2C=NC(=C2N=N1)C(=O)N. Cell line: UO-31. Synergy scores: CSS=39.3, Synergy_ZIP=-1.98, Synergy_Bliss=-0.319, Synergy_Loewe=-64.8, Synergy_HSA=-0.677. (6) Drug 1: CCC1(CC2CC(C3=C(CCN(C2)C1)C4=CC=CC=C4N3)(C5=C(C=C6C(=C5)C78CCN9C7C(C=CC9)(C(C(C8N6C=O)(C(=O)OC)O)OC(=O)C)CC)OC)C(=O)OC)O.OS(=O)(=O)O. Drug 2: C1=CN(C=N1)CC(O)(P(=O)(O)O)P(=O)(O)O. Cell line: UO-31. Synergy scores: CSS=-0.0185, Synergy_ZIP=-0.621, Synergy_Bliss=-1.39, Synergy_Loewe=-1.76, Synergy_HSA=-1.66. (7) Drug 1: C1=C(C(=O)NC(=O)N1)N(CCCl)CCCl. Drug 2: C1=NC2=C(N=C(N=C2N1C3C(C(C(O3)CO)O)O)F)N. Cell line: SW-620. Synergy scores: CSS=22.5, Synergy_ZIP=-0.00545, Synergy_Bliss=-3.68, Synergy_Loewe=-9.09, Synergy_HSA=-3.86. (8) Drug 1: C1CCC(C1)C(CC#N)N2C=C(C=N2)C3=C4C=CNC4=NC=N3. Drug 2: CC(C)NC(=O)C1=CC=C(C=C1)CNNC.Cl. Cell line: UACC-257. Synergy scores: CSS=-5.17, Synergy_ZIP=2.91, Synergy_Bliss=-2.00, Synergy_Loewe=-6.62, Synergy_HSA=-6.53. (9) Drug 1: CCC(=C(C1=CC=CC=C1)C2=CC=C(C=C2)OCCN(C)C)C3=CC=CC=C3.C(C(=O)O)C(CC(=O)O)(C(=O)O)O. Drug 2: C#CCC(CC1=CN=C2C(=N1)C(=NC(=N2)N)N)C3=CC=C(C=C3)C(=O)NC(CCC(=O)O)C(=O)O. Cell line: OVCAR-8. Synergy scores: CSS=41.6, Synergy_ZIP=1.68, Synergy_Bliss=-1.22, Synergy_Loewe=-29.5, Synergy_HSA=-0.876. (10) Drug 1: CC1=C(C=C(C=C1)NC2=NC=CC(=N2)N(C)C3=CC4=NN(C(=C4C=C3)C)C)S(=O)(=O)N.Cl. Drug 2: CCN(CC)CCCC(C)NC1=C2C=C(C=CC2=NC3=C1C=CC(=C3)Cl)OC. Cell line: MOLT-4. Synergy scores: CSS=69.5, Synergy_ZIP=10.3, Synergy_Bliss=13.9, Synergy_Loewe=15.0, Synergy_HSA=14.8.